Dataset: Forward reaction prediction with 1.9M reactions from USPTO patents (1976-2016). Task: Predict the product of the given reaction. Given the reactants Cl[C:2]1[N:3]=[C:4]([N:11]2[CH2:16][CH2:15][O:14][CH2:13][C@@H:12]2[CH3:17])[C:5]2[CH2:10][S:9][CH2:8][C:6]=2[N:7]=1.[CH:18]1([NH:21][C:22]([NH:24][C:25]2[CH:30]=[CH:29][C:28](B3OC(C)(C)C(C)(C)O3)=[CH:27][CH:26]=2)=[O:23])[CH2:20][CH2:19]1.C([O-])([O-])=O.[Na+].[Na+], predict the reaction product. The product is: [CH:18]1([NH:21][C:22]([NH:24][C:25]2[CH:30]=[CH:29][C:28]([C:2]3[N:3]=[C:4]([N:11]4[CH2:16][CH2:15][O:14][CH2:13][C@@H:12]4[CH3:17])[C:5]4[CH2:10][S:9][CH2:8][C:6]=4[N:7]=3)=[CH:27][CH:26]=2)=[O:23])[CH2:20][CH2:19]1.